From a dataset of Reaction yield outcomes from USPTO patents with 853,638 reactions. Predict the reaction yield, written as a fraction of the theoretical maximum amount of product (1.0 means a 100% yield; for example, 0.34 means a 34% yield). (1) The reactants are [CH3:1][CH:2]([CH2:4][CH:5]([NH:31][C:32]([CH2:34][NH:35][C:36]([CH:38]([NH:47][C:48]([CH:50]([NH:53][C:54]([CH:56]([NH:67][C:68]([CH:70]([NH:77][C:78]([CH:80]1[NH:85][C:83](=[O:84])[CH2:82][CH2:81]1)=[O:79])[CH2:71][C:72]1[NH:76][CH:75]=[N:74][CH:73]=1)=[O:69])[CH2:57][C:58]1[C:66]2[C:61](=[CH:62][CH:63]=[CH:64][CH:65]=2)[NH:60][CH:59]=1)=[O:55])[CH2:51][OH:52])=[O:49])[CH2:39][C:40]1[CH:45]=[CH:44][C:43]([OH:46])=[CH:42][CH:41]=1)=[O:37])=[O:33])[C:6]([NH:8][CH:9]([C:17]([N:19]1[CH:23]([C:24]([NH:26][CH2:27][C:28]([NH2:30])=[O:29])=[O:25])[CH2:22][CH2:21][CH2:20]1)=[O:18])[CH2:10][CH2:11][CH2:12][N:13]=[C:14]([NH2:16])[NH2:15])=[O:7])[CH3:3].[CH2:86]([OH:119])[CH2:87][O:88][CH2:89][CH2:90][O:91][CH2:92][CH2:93][O:94][CH2:95][CH2:96][O:97][CH2:98][CH2:99][O:100][CH2:101][CH2:102][O:103][CH2:104][CH2:105][O:106][CH2:107][CH2:108][O:109][CH2:110][CH2:111][O:112][CH2:113][CH2:114][O:115][CH2:116][CH2:117][OH:118]. The catalyst is C(#N)C.O. The product is [CH3:3][CH:2]([CH2:4][CH:5]([NH:31][C:32]([CH2:34][NH:35][C:36]([CH:38]([NH:47][C:48]([CH:50]([NH:53][C:54]([CH:56]([NH:67][C:68]([CH:70]([NH:77][C:78]([CH:80]1[NH:85][C:83](=[O:84])[CH2:82][CH2:81]1)=[O:79])[CH2:71][C:72]1[NH:76][CH:75]=[N:74][CH:73]=1)=[O:69])[CH2:57][C:58]1[C:66]2[C:61](=[CH:62][CH:63]=[CH:64][CH:65]=2)[NH:60][CH:59]=1)=[O:55])[CH2:51][OH:52])=[O:49])[CH2:39][C:40]1[CH:41]=[CH:42][C:43]([OH:46])=[CH:44][CH:45]=1)=[O:37])=[O:33])[C:6]([NH:8][CH:9]([C:17]([N:19]1[CH:23]([C:24]([NH:26][CH2:27][C:28]([NH2:30])=[O:29])=[O:25])[CH2:22][CH2:21][CH2:20]1)=[O:18])[CH2:10][CH2:11][CH2:12][N:13]=[C:14]([NH2:16])[NH2:15])=[O:7])[CH3:1].[CH2:117]([OH:118])[CH2:116][O:115][CH2:114][CH2:113][O:112][CH2:111][CH2:110][O:109][CH2:108][CH2:107][O:106][CH2:105][CH2:104][O:103][CH2:102][CH2:101][O:100][CH2:99][CH2:98][O:97][CH2:96][CH2:95][O:94][CH2:93][CH2:92][O:91][CH2:90][CH2:89][O:88][CH2:87][CH2:86][OH:119]. The yield is 0.600. (2) The reactants are [Cl:1][C:2]1[CH:24]=[C:23]([N+:25]([O-])=O)[CH:22]=[CH:21][C:3]=1[CH2:4][CH2:5][N:6]([CH2:14][CH:15]1[CH2:20][CH2:19][CH2:18][CH2:17][CH2:16]1)[C:7](=[O:13])[O:8][C:9]([CH3:12])([CH3:11])[CH3:10].[NH4+].[Cl-]. The catalyst is CO.[Zn]. The product is [NH2:25][C:23]1[CH:22]=[CH:21][C:3]([CH2:4][CH2:5][N:6]([CH2:14][CH:15]2[CH2:20][CH2:19][CH2:18][CH2:17][CH2:16]2)[C:7](=[O:13])[O:8][C:9]([CH3:12])([CH3:10])[CH3:11])=[C:2]([Cl:1])[CH:24]=1. The yield is 0.880. (3) The reactants are [NH:1]1[C:9]2[C:4](=[CH:5][CH:6]=[CH:7][CH:8]=2)[C:3]([CH2:10][CH:11]2[CH2:16][CH2:15][N:14]([C:17]([O:19][C:20]([CH3:23])([CH3:22])[CH3:21])=[O:18])[CH2:13][CH2:12]2)=[CH:2]1.[H-].[Na+].Br[CH2:27][C:28]([NH2:30])=[O:29]. The catalyst is CN(C=O)C. The product is [NH2:30][C:28](=[O:29])[CH2:27][N:1]1[C:9]2[C:4](=[CH:5][CH:6]=[CH:7][CH:8]=2)[C:3]([CH2:10][CH:11]2[CH2:12][CH2:13][N:14]([C:17]([O:19][C:20]([CH3:23])([CH3:22])[CH3:21])=[O:18])[CH2:15][CH2:16]2)=[CH:2]1. The yield is 0.500.